Dataset: Full USPTO retrosynthesis dataset with 1.9M reactions from patents (1976-2016). Task: Predict the reactants needed to synthesize the given product. (1) The reactants are: [Br:1][C:2]1[C:10]([N+:11]([O-])=O)=[C:9]2[C:5]([C:6]([NH:14][C:15](=[O:19])[CH2:16][CH2:17][CH3:18])=[N:7][NH:8]2)=[CH:4][CH:3]=1.N. Given the product [Br:1][C:2]1[C:10]([NH2:11])=[C:9]2[C:5]([C:6]([NH:14][C:15](=[O:19])[CH2:16][CH2:17][CH3:18])=[N:7][NH:8]2)=[CH:4][CH:3]=1, predict the reactants needed to synthesize it. (2) Given the product [Cl:29][C:30]1[CH:31]=[CH:32][C:33]([I:38])=[C:34]([CH:37]=1)[CH2:35][N:15]=[N+:16]=[N-:17], predict the reactants needed to synthesize it. The reactants are: C1C=CC(P([N:15]=[N+:16]=[N-:17])(C2C=CC=CC=2)=O)=CC=1.C1CCN2C(=NCCC2)CC1.[Cl:29][C:30]1[CH:31]=[CH:32][C:33]([I:38])=[C:34]([CH:37]=1)[CH2:35]O. (3) The reactants are: OCCN1CCN(CC(NC2C(SC)=NC(C)=CC=2SC)=O)CC1.O[CH2:26][CH2:27][N:28]1[CH2:33][CH2:32][N:31]([CH2:34][C:35]([NH:37][C:38]2[C:39]([O:51][CH2:52][C:53]([F:56])([F:55])[F:54])=[N:40][C:41]([CH3:50])=[CH:42][C:43]=2[O:44][CH2:45][C:46]([F:49])([F:48])[F:47])=[O:36])[CH2:30][CH2:29]1.SC1NC2C=CC=CC=2N=1.[F:67][C:68]1[CH:77]=[CH:76][C:71]2[N:72]=[C:73]([SH:75])[NH:74][C:70]=2[CH:69]=1. Given the product [F:67][C:68]1[CH:77]=[CH:76][C:71]2[N:72]=[C:73]([S:75][CH2:26][CH2:27][N:28]3[CH2:29][CH2:30][N:31]([CH2:34][C:35]([NH:37][C:38]4[C:39]([O:51][CH2:52][C:53]([F:56])([F:55])[F:54])=[N:40][C:41]([CH3:50])=[CH:42][C:43]=4[O:44][CH2:45][C:46]([F:48])([F:49])[F:47])=[O:36])[CH2:32][CH2:33]3)[NH:74][C:70]=2[CH:69]=1, predict the reactants needed to synthesize it. (4) Given the product [C:20]([O:19][C:17]([NH:24][O:25][CH2:2][CH2:3][CH2:4][CH2:5][N:6]1[C:10](=[O:11])[C:9]2=[CH:12][CH:13]=[CH:14][CH:15]=[C:8]2[C:7]1=[O:16])=[O:18])([CH3:23])([CH3:22])[CH3:21], predict the reactants needed to synthesize it. The reactants are: Br[CH2:2][CH2:3][CH2:4][CH2:5][N:6]1[C:10](=[O:11])[C:9]2=[CH:12][CH:13]=[CH:14][CH:15]=[C:8]2[C:7]1=[O:16].[C:17]([NH:24][OH:25])([O:19][C:20]([CH3:23])([CH3:22])[CH3:21])=[O:18].C1CCN2C(=NCCC2)CC1.Cl. (5) Given the product [Cl:19][C:20]1[CH:28]=[C:27]2[C:23]([C:24]([NH:37][C:38](=[O:42])[CH2:39][CH2:40][CH3:41])=[N:25][NH:26]2)=[CH:22][C:21]=1[C:43]1[CH:44]=[CH:45][C:46]([CH3:49])=[CH:47][CH:48]=1, predict the reactants needed to synthesize it. The reactants are: [F-].C([N+](CCCC)(CCCC)CCCC)CCC.[Cl:19][C:20]1[CH:28]=[C:27]2[C:23]([C:24]([NH:37][C:38](=[O:42])[CH2:39][CH2:40][CH3:41])=[N:25][N:26]2COCC[Si](C)(C)C)=[CH:22][C:21]=1[C:43]1[CH:48]=[CH:47][C:46]([CH3:49])=[CH:45][CH:44]=1.C(OCC)(=O)C. (6) Given the product [C:2]([C:4]1[CH:9]=[CH:8][C:7]([N:10]=[C:11]2[N:15]([CH2:16][CH:17]([CH3:19])[CH3:18])[C@@H:14]([CH2:20][CH:21]([CH3:23])[CH3:22])[CH2:13][S:12]2)=[C:6]([CH2:24][CH3:25])[CH:5]=1)#[N:3], predict the reactants needed to synthesize it. The reactants are: Cl.[C:2]([C:4]1[CH:9]=[CH:8][C:7]([N:10]=[C:11]2[N:15]([CH2:16][CH:17]([CH3:19])[CH3:18])[C@@H:14]([CH2:20][CH:21]([CH3:23])[CH3:22])[CH2:13][S:12]2)=[C:6]([CH2:24][CH3:25])[CH:5]=1)#[N:3].O.C([O-])(O)=O.[Na+]. (7) Given the product [OH:42][C:41]1[CH:49]=[CH:50][C:38]([N:37]([C:33](=[O:34])[CH:32]=[C:31]([CH3:36])[CH3:30])[CH2:15][C:16]2[N:17]=[C:18]([C:21]3[CH:29]=[CH:28][C:24]([C:25]([NH:11][CH2:10][C:9]4[CH:12]=[CH:13][C:6]([CH2:1][CH2:2][CH2:3][CH2:4][CH3:5])=[CH:7][CH:8]=4)=[O:26])=[CH:23][CH:22]=3)[S:19][CH:20]=2)=[CH:39][C:40]=1[C:45]([OH:46])=[O:44], predict the reactants needed to synthesize it. The reactants are: [CH2:1]([C:6]1[CH:13]=[CH:12][C:9]([CH2:10][NH2:11])=[CH:8][CH:7]=1)[CH2:2][CH2:3][CH2:4][CH3:5].Cl[CH2:15][C:16]1[N:17]=[C:18]([C:21]2[CH:29]=[CH:28][C:24]([C:25](Cl)=[O:26])=[CH:23][CH:22]=2)[S:19][CH:20]=1.[CH3:30][C:31]([CH3:36])=[CH:32][C:33](Cl)=[O:34].[NH2:37][C:38]1[CH:50]=[CH:49][C:41]2[O:42]C(C)(C)[O:44][C:45](=[O:46])[C:40]=2[CH:39]=1. (8) Given the product [NH:5]1[C:51]([C:46]2[CH:47]=[CH:48][CH:49]=[CH:50][C:45]=2[C:42]2[CH:43]=[CH:44][C:39]([CH2:38][N:23]3[C:24]([CH2:36][OH:37])=[C:25]([C:27]4[N:32]=[CH:31][C:30]([O:33][CH2:34][CH3:35])=[CH:29][N:28]=4)[N:26]=[C:22]3[CH2:18][CH2:19][CH2:20][CH3:21])=[CH:40][CH:41]=2)=[N:52][N:7]=[N:6]1, predict the reactants needed to synthesize it. The reactants are: C[Si]([N:5]=[N+:6]=[N-:7])(C)C.C([Sn](=O)CCCC)CCC.[CH2:18]([C:22]1[N:23]([CH2:38][C:39]2[CH:44]=[CH:43][C:42]([C:45]3[C:46]([C:51]#[N:52])=[CH:47][CH:48]=[CH:49][CH:50]=3)=[CH:41][CH:40]=2)[C:24]([CH2:36][OH:37])=[C:25]([C:27]2[N:32]=[CH:31][C:30]([O:33][CH2:34][CH3:35])=[CH:29][N:28]=2)[N:26]=1)[CH2:19][CH2:20][CH3:21]. (9) The reactants are: [C:1]([OH:8])(=[O:7])[CH2:2][CH2:3][C:4]([CH3:6])=O.Cl.[CH3:10][O:11][C:12]1[CH:17]=[CH:16][C:15]([N:18]([C:20](=[O:27])[C:21]2[CH:26]=[CH:25][CH:24]=[CH:23][CH:22]=2)N)=[CH:14][CH:13]=1. Given the product [C:20]([N:18]1[C:15]2[C:14](=[CH:13][C:12]([O:11][CH3:10])=[CH:17][CH:16]=2)[C:3]([CH2:2][C:1]([OH:8])=[O:7])=[C:4]1[CH3:6])(=[O:27])[C:21]1[CH:22]=[CH:23][CH:24]=[CH:25][CH:26]=1, predict the reactants needed to synthesize it.